From a dataset of Full USPTO retrosynthesis dataset with 1.9M reactions from patents (1976-2016). Predict the reactants needed to synthesize the given product. (1) Given the product [F:1][C:2]1[CH:3]=[C:4]([C:12]2[N:17]=[CH:16][N:15]=[C:14]([CH2:18][NH2:19])[CH:13]=2)[CH:5]=[CH:6][C:7]=1[C:8]([F:10])([F:9])[F:11], predict the reactants needed to synthesize it. The reactants are: [F:1][C:2]1[CH:3]=[C:4]([C:12]2[N:17]=[CH:16][N:15]=[C:14]([C:18]#[N:19])[CH:13]=2)[CH:5]=[CH:6][C:7]=1[C:8]([F:11])([F:10])[F:9].CO. (2) Given the product [NH2:8][C:9]1[O:17][C:16]2[C:11](=[N:12][CH:13]=[C:14]([CH:18]([CH3:19])[CH3:20])[CH:15]=2)[C:10]=1[C:21]([NH:23][C:24]1[CH:25]=[N:26][CH:27]=[CH:28][C:29]=1[C@@H:30]1[CH2:35][C@H:34]([CH3:36])[CH2:33][C@H:32]([NH2:37])[CH2:31]1)=[O:22], predict the reactants needed to synthesize it. The reactants are: C(OC([NH:8][C:9]1[O:17][C:16]2[C:11](=[N:12][CH:13]=[C:14]([CH:18]([CH3:20])[CH3:19])[CH:15]=2)[C:10]=1[C:21]([NH:23][C:24]1[CH:25]=[N:26][CH:27]=[CH:28][C:29]=1[C@@H:30]1[CH2:35][C@H:34]([CH3:36])[CH2:33][C@H:32]([NH:37]C(=O)OC(C)(C)C)[CH2:31]1)=[O:22])=O)(C)(C)C.C(O)(C(F)(F)F)=O.C(Cl)Cl. (3) Given the product [Cl:20][C:21]1[CH:22]=[C:23]([CH:27]=[C:28]([F:32])[C:29]=1[O:30][CH3:31])[C:24]([N:3]1[C:4]2[CH:9]=[CH:8][CH:7]=[CH:6][C:5]=2[S:1][CH2:2]1)=[O:25], predict the reactants needed to synthesize it. The reactants are: [S:1]1[C:5]2[CH:6]=[CH:7][CH:8]=[CH:9][C:4]=2[NH:3][CH2:2]1.NC1C=CC=CC=1S.C=O.[Cl:20][C:21]1[CH:22]=[C:23]([CH:27]=[C:28]([F:32])[C:29]=1[O:30][CH3:31])[C:24](Cl)=[O:25].